From a dataset of Peptide-MHC class II binding affinity with 134,281 pairs from IEDB. Regression. Given a peptide amino acid sequence and an MHC pseudo amino acid sequence, predict their binding affinity value. This is MHC class II binding data. The peptide sequence is SAQNISGAGWSGMAE. The MHC is DRB1_0301 with pseudo-sequence DRB1_0301. The binding affinity (normalized) is 0.